From a dataset of Forward reaction prediction with 1.9M reactions from USPTO patents (1976-2016). Predict the product of the given reaction. (1) Given the reactants [Br:1][C:2]1[CH:3]=[CH:4][CH:5]=[C:6]2[C:10]=1[NH:9][C:8]([C:11]([O:13][CH2:14][CH3:15])=[O:12])=[C:7]2[CH2:16][CH2:17][CH:18]=O.[CH2:20]([NH:22][C:23]1[C:32]2[C:27](=[CH:28][CH:29]=[CH:30][CH:31]=2)[CH:26]=[CH:25][CH:24]=1)[CH3:21].C(O[BH-](OC(=O)C)OC(=O)C)(=O)C.[Na+], predict the reaction product. The product is: [Br:1][C:2]1[CH:3]=[CH:4][CH:5]=[C:6]2[C:10]=1[NH:9][C:8]([C:11]([O:13][CH2:14][CH3:15])=[O:12])=[C:7]2[CH2:16][CH2:17][CH2:18][N:22]([CH2:20][CH3:21])[C:23]1[C:32]2[C:27](=[CH:28][CH:29]=[CH:30][CH:31]=2)[CH:26]=[CH:25][CH:24]=1. (2) The product is: [OH:1][CH:2]([CH2:6][CH2:7][S:8][CH3:9])[C:3]([O:5][CH:40]([CH2:41][CH2:42][S:33][CH3:30])[C:39]([O:26][CH2:10][CH2:11][CH2:12][CH2:13][CH2:14][CH2:15][CH2:16][CH2:17][CH2:18][CH2:19][CH2:20][CH2:21][CH2:22][CH2:23][CH2:24][CH3:25])=[O:38])=[O:4]. Given the reactants [OH:1][CH:2]([CH2:6][CH2:7][S:8][CH3:9])[C:3]([OH:5])=[O:4].[CH2:10]([OH:26])[CH2:11][CH2:12][CH2:13][CH2:14][CH2:15][CH2:16][CH2:17][CH2:18][CH2:19][CH2:20][CH2:21][CH2:22][CH2:23][CH2:24][CH3:25].C1(C)C=C[C:30]([S:33](O)(=O)=O)=CC=1.[OH2:38].[C:39]1(C)C=C[CH:42]=[CH:41][CH:40]=1, predict the reaction product. (3) Given the reactants [Cl:1][C:2]1[CH:8]=[CH:7][C:5]([NH2:6])=[CH:4][CH:3]=1.[CH:9]1[CH:14]=[CH:13][C:12]([O:15][C:16](OC2C=CC=CC=2)=[N:17][C:18]#[N:19])=[CH:11][CH:10]=1, predict the reaction product. The product is: [Cl:1][C:2]1[CH:8]=[CH:7][C:5]([NH:6]/[C:16](=[N:17]/[C:18]#[N:19])/[O:15][C:12]2[CH:13]=[CH:14][CH:9]=[CH:10][CH:11]=2)=[CH:4][CH:3]=1. (4) Given the reactants [CH2:1]([N:3]([CH2:24][CH3:25])[C:4]1[CH:9]=[CH:8][C:7]([NH:10][C:11]([C:13]2([NH2:23])[CH2:22][CH2:21][C:20]3[C:15](=[CH:16][CH:17]=[CH:18][CH:19]=3)[CH2:14]2)=[O:12])=[CH:6][CH:5]=1)[CH3:2].C([NH:33][CH2:34][C:35](O)=[O:36])(OC(C)(C)C)=O.CCN(CC)CC.CN(C(ON1N=NC2C=CC=CC1=2)=[N+](C)C)C.[B-](F)(F)(F)F, predict the reaction product. The product is: [CH2:24]([N:3]([CH2:1][CH3:2])[C:4]1[CH:5]=[CH:6][C:7]([NH:10][C:11]([C:13]2([NH:23][C:35](=[O:36])[CH2:34][NH2:33])[CH2:22][CH2:21][C:20]3[C:15](=[CH:16][CH:17]=[CH:18][CH:19]=3)[CH2:14]2)=[O:12])=[CH:8][CH:9]=1)[CH3:25]. (5) Given the reactants Cl.Cl.[N:3]12[CH2:10][CH2:9][CH:6]([CH2:7][CH2:8]1)[C@H:5]([NH2:11])[CH2:4]2.[Br:12][C:13]1[S:17][C:16]([C:18](O)=[O:19])=[CH:15][CH:14]=1.O.ON1C2C=CC=CC=2N=N1.F[B-](F)(F)F.N1(OC(N(C)C)=[N+](C)C)C2C=CC=CC=2N=N1.C(N(CC)C(C)C)(C)C, predict the reaction product. The product is: [N:3]12[CH2:10][CH2:9][CH:6]([CH2:7][CH2:8]1)[C@@H:5]([NH:11][C:18]([C:16]1[S:17][C:13]([Br:12])=[CH:14][CH:15]=1)=[O:19])[CH2:4]2. (6) Given the reactants CS(O)(=O)=O.CS(O)(=O)=O.[NH2:11][C@H:12]1[C:26](=[O:27])[N:25]([CH2:28][C:29]([F:32])([F:31])[F:30])[CH2:24][C:15]2[C:16]3[CH:17]=[N:18][NH:19][C:20]=3[C:21]([Cl:23])=[CH:22][C:14]=2[CH2:13]1.[O:33]=[C:34]1[NH:42][C:37]2=[N:38][CH:39]=[CH:40][CH:41]=[C:36]2[C:35]21[CH2:50][C:49]1[C:44](=[CH:45][CH:46]=[C:47]([C:51](O)=[O:52])[CH:48]=1)[CH2:43]2.C(N(CC)C(C)C)(C)C.C1C=CC2N(O)N=NC=2C=1.C(Cl)CCl, predict the reaction product. The product is: [Cl:23][C:21]1[C:20]2[NH:19][N:18]=[CH:17][C:16]=2[C:15]2[CH2:24][N:25]([CH2:28][C:29]([F:31])([F:30])[F:32])[C:26](=[O:27])[C@H:12]([NH:11][C:51]([C:47]3[CH:48]=[C:49]4[C:44](=[CH:45][CH:46]=3)[CH2:43][C:35]3([C:36]5[C:37](=[N:38][CH:39]=[CH:40][CH:41]=5)[NH:42][C:34]3=[O:33])[CH2:50]4)=[O:52])[CH2:13][C:14]=2[CH:22]=1. (7) The product is: [CH3:5][C:6]1[CH:11]=[C:10]([CH3:12])[CH:9]=[CH:8][C:7]=1[C:13]1[CH:18]=[CH:17][N:16]=[C:15]2[NH:19][CH:20]=[C:21]([C:22]#[N:23])[C:14]=12. Given the reactants S(Cl)(Cl)=O.[CH3:5][C:6]1[CH:11]=[C:10]([CH3:12])[CH:9]=[CH:8][C:7]=1[C:13]1[CH:18]=[CH:17][N:16]=[C:15]2[NH:19][CH:20]=[C:21]([CH:22]=[N:23]O)[C:14]=12, predict the reaction product. (8) The product is: [C:1]([O:5][C:6]([NH:8][CH2:9][C:10]1[CH:11]=[CH:12][C:13]([N:16]2[C:22]3[CH:23]=[CH:24][CH:25]=[CH:26][C:21]=3[N:20]([CH2:27][C:28]([O:30][CH3:31])=[O:29])[C:19](=[O:32])[CH:18]([CH2:37][C:38]([O:40][CH2:41][C:42]3[CH:47]=[CH:46][CH:45]=[CH:44][CH:43]=3)=[O:39])[C:17]2=[O:33])=[CH:14][CH:15]=1)=[O:7])([CH3:4])([CH3:2])[CH3:3]. Given the reactants [C:1]([O:5][C:6]([NH:8][CH2:9][C:10]1[CH:15]=[CH:14][C:13]([N:16]2[C:22]3[CH:23]=[CH:24][CH:25]=[CH:26][C:21]=3[N:20]([CH2:27][C:28]([O:30][CH3:31])=[O:29])[C:19](=[O:32])[CH2:18][C:17]2=[O:33])=[CH:12][CH:11]=1)=[O:7])([CH3:4])([CH3:3])[CH3:2].[H-].[Na+].Br[CH2:37][C:38]([O:40][CH2:41][C:42]1[CH:47]=[CH:46][CH:45]=[CH:44][CH:43]=1)=[O:39], predict the reaction product. (9) The product is: [Cl:23][CH2:24][C:25]1[S:9][C:8]([C:7]2[CH:6]=[CH:5][C:4]([N:12]3[CH2:16][C@H:15]([CH2:17][NH:18][C:19](=[O:21])[CH3:20])[O:14][C:13]3=[O:22])=[CH:3][C:2]=2[F:1])=[N:10][N:11]=1. Given the reactants [F:1][C:2]1[CH:3]=[C:4]([N:12]2[CH2:16][CH:15]([CH2:17][NH:18][C:19](=[O:21])[CH3:20])[O:14][C:13]2=[O:22])[CH:5]=[CH:6][C:7]=1[C:8]([NH:10][NH2:11])=[S:9].[Cl:23][CH2:24][C:25](Cl)=O, predict the reaction product. (10) The product is: [NH2:1][C:2]1[N:3]([C:14]([O:16][C:17]([CH3:20])([CH3:19])[CH3:18])=[O:15])[CH:4]=[C:5]([CH2:7][CH2:8][CH2:9][CH2:10][CH2:11][C:12]2[N:23]=[N:22][N:21]([CH2:24][CH2:25][NH:26][C:27](=[O:36])[C:28]3[CH:29]=[C:30]([F:35])[CH:31]=[C:32]([F:34])[CH:33]=3)[CH:13]=2)[N:6]=1. Given the reactants [NH2:1][C:2]1[N:3]([C:14]([O:16][C:17]([CH3:20])([CH3:19])[CH3:18])=[O:15])[CH:4]=[C:5]([CH2:7][CH2:8][CH2:9][CH2:10][CH2:11][C:12]#[CH:13])[N:6]=1.[N:21]([CH2:24][CH2:25][NH:26][C:27](=[O:36])[C:28]1[CH:33]=[C:32]([F:34])[CH:31]=[C:30]([F:35])[CH:29]=1)=[N+:22]=[N-:23], predict the reaction product.